Dataset: Catalyst prediction with 721,799 reactions and 888 catalyst types from USPTO. Task: Predict which catalyst facilitates the given reaction. (1) Product: [C:6]([NH:8][C@@H:9]([CH2:13][C:14]1[CH:19]=[CH:18][C:17]([CH:20]2[S:24](=[O:26])(=[O:25])[NH:23][C:22](=[O:31])[CH2:21]2)=[CH:16][CH:15]=1)[C:10]([NH:66][CH2:67][CH2:68][CH2:69][CH2:70][O:71][C:72]1[CH:81]=[CH:80][CH:79]=[C:78]([OH:82])[C:73]=1[C:74]([O:76][CH3:77])=[O:75])=[O:11])(=[O:5])[CH3:32]. The catalyst class is: 9. Reactant: C([O:5][C:6]([NH:8][C@@H:9]([CH2:13][C:14]1[CH:19]=[CH:18][C:17]([CH:20]2[S:24](=[O:26])(=[O:25])[N:23](C(C)(C)C)[C:22](=[O:31])[CH2:21]2)=[CH:16][CH:15]=1)[C:10](O)=[O:11])=O)(C)(C)C.[CH:32](N(CC)C(C)C)(C)C.F[P-](F)(F)(F)(F)F.C[N+](C)=C(N(C)C)ON1C2N=CC=CC=2N=N1.Cl.[NH2:66][CH2:67][CH2:68][CH2:69][CH2:70][O:71][C:72]1[CH:81]=[CH:80][CH:79]=[C:78]([OH:82])[C:73]=1[C:74]([O:76][CH3:77])=[O:75]. (2) Reactant: Cl[C:2]([O:4][CH3:5])=[O:3].[I:6][C:7]1[C:15]2[C:10](=[N:11][CH:12]=[C:13]([NH2:16])[CH:14]=2)[N:9]([CH3:17])[N:8]=1.N1C=CC=CC=1. Product: [CH3:5][O:4][C:2](=[O:3])[NH:16][C:13]1[CH:14]=[C:15]2[C:7]([I:6])=[N:8][N:9]([CH3:17])[C:10]2=[N:11][CH:12]=1. The catalyst class is: 4. (3) Reactant: [Cl:1][C:2]1[CH:3]=[CH:4][C:5]2[O:9][C:8]([N:10]3[CH2:16][CH2:15][CH2:14][NH:13][CH2:12][CH2:11]3)=[N:7][C:6]=2[CH:17]=1.[N:18]1([C:24](Cl)=[O:25])[CH2:23][CH2:22][O:21][CH2:20][CH2:19]1.C(N(CC)C(C)C)(C)C. Product: [Cl:1][C:2]1[CH:3]=[CH:4][C:5]2[O:9][C:8]([N:10]3[CH2:16][CH2:15][CH2:14][N:13]([C:24]([N:18]4[CH2:23][CH2:22][O:21][CH2:20][CH2:19]4)=[O:25])[CH2:12][CH2:11]3)=[N:7][C:6]=2[CH:17]=1. The catalyst class is: 9. (4) Reactant: [Br:1][C:2]1[CH:3]=[C:4]2[C:9](=[CH:10][CH:11]=1)[O:8][C:7]([CH3:13])([CH3:12])[CH2:6][C:5]2=[O:14].[CH2:15]=[O:16].[C:17]([O-:20])([O-])=O.[Na+].[Na+]. Product: [Br:1][C:2]1[CH:3]=[C:4]2[C:9](=[CH:10][CH:11]=1)[O:8][C:7]([CH3:12])([CH3:13])[C:6]([CH2:17][OH:20])([CH2:15][OH:16])[C:5]2=[O:14]. The catalyst class is: 12. (5) Product: [Br:1][C:2]1[C:3]([C:13]#[CH:14])=[C:4]([CH:6]=[C:7]([C:9]([F:10])([F:11])[F:12])[CH:8]=1)[NH2:5]. Reactant: [Br:1][C:2]1[C:3]([C:13]#[C:14][Si](C)(C)C)=[C:4]([CH:6]=[C:7]([C:9]([F:12])([F:11])[F:10])[CH:8]=1)[NH2:5].C(=O)([O-])[O-].[K+].[K+].[Cl-].[NH4+]. The catalyst class is: 5. (6) The catalyst class is: 8. Reactant: Br[CH2:2][C:3](=O)[C:4]([O:6][CH2:7][CH3:8])=[O:5].[CH2:10]([CH:12]([CH2:16][CH3:17])[C:13](=[S:15])[NH2:14])[CH3:11]. Product: [CH3:11][CH2:10][CH:12]([C:13]1[S:15][CH:2]=[C:3]([C:4]([O:6][CH2:7][CH3:8])=[O:5])[N:14]=1)[CH2:16][CH3:17]. (7) Reactant: [N:1]1([C:7]2[CH:12]=[CH:11][C:10]([N:13]3[CH:18]=[CH:17][N:16]=[CH:15][C:14]3=[O:19])=[CH:9][CH:8]=2)[CH2:6][CH2:5][NH:4][CH2:3][CH2:2]1.CC1C=CC(S(O[CH2:31][CH2:32][CH2:33][CH2:34][C:35]2[C:43]3[C:38](=[CH:39][CH:40]=[C:41]([C:44]#[N:45])[CH:42]=3)[NH:37][CH:36]=2)(=O)=O)=CC=1.C(=O)([O-])[O-].[K+].[K+].[I-].[K+]. Product: [O:19]=[C:14]1[CH:15]=[N:16][CH:17]=[CH:18][N:13]1[C:10]1[CH:11]=[CH:12][C:7]([N:1]2[CH2:6][CH2:5][N:4]([CH2:31][CH2:32][CH2:33][CH2:34][C:35]3[C:43]4[C:38](=[CH:39][CH:40]=[C:41]([C:44]#[N:45])[CH:42]=4)[NH:37][CH:36]=3)[CH2:3][CH2:2]2)=[CH:8][CH:9]=1. The catalyst class is: 10.